Task: Regression. Given two drug SMILES strings and cell line genomic features, predict the synergy score measuring deviation from expected non-interaction effect.. Dataset: NCI-60 drug combinations with 297,098 pairs across 59 cell lines (1) Drug 1: CC12CCC3C(C1CCC2=O)CC(=C)C4=CC(=O)C=CC34C. Drug 2: CC1C(C(CC(O1)OC2CC(CC3=C2C(=C4C(=C3O)C(=O)C5=CC=CC=C5C4=O)O)(C(=O)C)O)N)O. Cell line: NCI-H226. Synergy scores: CSS=46.3, Synergy_ZIP=4.19, Synergy_Bliss=1.10, Synergy_Loewe=-14.5, Synergy_HSA=0.647. (2) Drug 1: C1=CC(=CC=C1C#N)C(C2=CC=C(C=C2)C#N)N3C=NC=N3. Drug 2: C1=CN(C=N1)CC(O)(P(=O)(O)O)P(=O)(O)O. Cell line: UACC-257. Synergy scores: CSS=5.60, Synergy_ZIP=-2.65, Synergy_Bliss=-1.49, Synergy_Loewe=1.87, Synergy_HSA=-0.492. (3) Drug 1: C1CCN(CC1)CCOC2=CC=C(C=C2)C(=O)C3=C(SC4=C3C=CC(=C4)O)C5=CC=C(C=C5)O. Drug 2: COCCOC1=C(C=C2C(=C1)C(=NC=N2)NC3=CC=CC(=C3)C#C)OCCOC.Cl. Cell line: NCI-H460. Synergy scores: CSS=4.83, Synergy_ZIP=1.78, Synergy_Bliss=1.66, Synergy_Loewe=2.62, Synergy_HSA=-1.77. (4) Drug 1: CC12CCC3C(C1CCC2=O)CC(=C)C4=CC(=O)C=CC34C. Drug 2: C1CCC(CC1)NC(=O)N(CCCl)N=O. Cell line: HL-60(TB). Synergy scores: CSS=68.7, Synergy_ZIP=-0.350, Synergy_Bliss=-0.969, Synergy_Loewe=-5.77, Synergy_HSA=-0.463. (5) Synergy scores: CSS=39.1, Synergy_ZIP=10.00, Synergy_Bliss=14.7, Synergy_Loewe=-26.0, Synergy_HSA=12.6. Cell line: K-562. Drug 1: CCCS(=O)(=O)NC1=C(C(=C(C=C1)F)C(=O)C2=CNC3=C2C=C(C=N3)C4=CC=C(C=C4)Cl)F. Drug 2: CC1=C(C=C(C=C1)NC2=NC=CC(=N2)N(C)C3=CC4=NN(C(=C4C=C3)C)C)S(=O)(=O)N.Cl. (6) Drug 1: CC(C1=C(C=CC(=C1Cl)F)Cl)OC2=C(N=CC(=C2)C3=CN(N=C3)C4CCNCC4)N. Drug 2: COC1=NC(=NC2=C1N=CN2C3C(C(C(O3)CO)O)O)N. Cell line: HCT116. Synergy scores: CSS=7.81, Synergy_ZIP=-4.54, Synergy_Bliss=-1.79, Synergy_Loewe=-22.6, Synergy_HSA=-4.90.